From a dataset of Full USPTO retrosynthesis dataset with 1.9M reactions from patents (1976-2016). Predict the reactants needed to synthesize the given product. (1) Given the product [C:19]([O:18][C:16]([N:23]1[CH2:28][CH2:27][N:26]([C:4]2[CH:5]=[CH:6][C:7]([C:9]([F:12])([F:11])[F:10])=[CH:8][C:3]=2[C:2]([F:15])([F:14])[F:1])[CH2:25][CH2:24]1)=[O:17])([CH3:22])([CH3:20])[CH3:21], predict the reactants needed to synthesize it. The reactants are: [F:1][C:2]([F:15])([F:14])[C:3]1[CH:8]=[C:7]([C:9]([F:12])([F:11])[F:10])[CH:6]=[CH:5][C:4]=1Br.[C:16]([N:23]1[CH2:28][CH2:27][NH:26][CH2:25][CH2:24]1)([O:18][C:19]([CH3:22])([CH3:21])[CH3:20])=[O:17].CC([O-])(C)C.[Na+].C1(P(C2C=CC=CC=2)C2C=CC3C(=CC=CC=3)C=2C2C3C(=CC=CC=3)C=CC=2P(C2C=CC=CC=2)C2C=CC=CC=2)C=CC=CC=1. (2) The reactants are: [CH3:1][S:2]([N:5]1[CH2:10][CH:9]=[C:8]([C:11]2[CH:12]=[C:13]3[CH2:19][C@H:18]([CH:20]4[CH2:25][CH2:24][NH:23][CH2:22][CH2:21]4)[O:17][C:14]3=[CH:15][N:16]=2)[CH2:7][CH2:6]1)(=[O:4])=[O:3].Cl[C:27]1[N:32]=[CH:31][C:30]([Cl:33])=[CH:29][N:28]=1. Given the product [Cl:33][C:30]1[CH:29]=[N:28][C:27]([N:23]2[CH2:24][CH2:25][CH:20]([C@@H:18]3[O:17][C:14]4=[CH:15][N:16]=[C:11]([C:8]5[CH2:9][CH2:10][N:5]([S:2]([CH3:1])(=[O:3])=[O:4])[CH2:6][CH:7]=5)[CH:12]=[C:13]4[CH2:19]3)[CH2:21][CH2:22]2)=[N:32][CH:31]=1, predict the reactants needed to synthesize it. (3) Given the product [CH2:23]([O:22][C:20](=[O:21])[CH2:19][CH:4]1[O:3][B:2]([OH:1])[C:6]2[CH:7]=[C:8]([O:12][C:13]3[CH:18]=[N:17][CH:16]=[CH:15][N:14]=3)[CH:9]=[C:10]([O:11][CH:26]([CH3:28])[CH3:27])[C:5]1=2)[CH3:24], predict the reactants needed to synthesize it. The reactants are: [OH:1][B:2]1[C:6]2[CH:7]=[C:8]([O:12][C:13]3[CH:18]=[N:17][CH:16]=[CH:15][N:14]=3)[CH:9]=[C:10]([OH:11])[C:5]=2[CH:4]([CH2:19][C:20]([O:22][CH2:23][CH3:24])=[O:21])[O:3]1.I[CH:26]([CH3:28])[CH3:27].[H-].[Na+]. (4) Given the product [C:16]([O:15][C:13]([NH:3][CH2:4][C:5]([C:7]1[CH:8]=[N:9][CH:10]=[CH:11][CH:12]=1)=[O:6])=[O:14])([CH3:19])([CH3:18])[CH3:17], predict the reactants needed to synthesize it. The reactants are: Cl.Cl.[NH2:3][CH2:4][C:5]([C:7]1[CH:8]=[N:9][CH:10]=[CH:11][CH:12]=1)=[O:6].[C:13](O[C:13]([O:15][C:16]([CH3:19])([CH3:18])[CH3:17])=[O:14])([O:15][C:16]([CH3:19])([CH3:18])[CH3:17])=[O:14].C(N(CC)CC)C.O. (5) Given the product [F:58][C:59]1[CH:66]=[CH:65][C:55]([CH2:54][NH:53][C:51]([O:1][CH2:2][C@H:3]2[N:8]([C:9]([O:11][C:12]([CH3:14])([CH3:15])[CH3:13])=[O:10])[CH2:7][C@@H:6]([CH2:16][CH2:17][C:18]3[C:19]([NH:24][C:25](=[O:45])[C@H:26]([CH:32]([C:33]4[CH:38]=[CH:37][CH:36]=[CH:35][CH:34]=4)[C:39]4[CH:44]=[CH:43][CH:42]=[CH:41][CH:40]=4)[NH:27][C:28]([O:30][CH3:31])=[O:29])=[N:20][CH:21]=[CH:22][CH:23]=3)[O:5][CH2:4]2)=[O:52])=[CH:61][CH:60]=1, predict the reactants needed to synthesize it. The reactants are: [OH:1][CH2:2][C@H:3]1[N:8]([C:9]([O:11][C:12]([CH3:15])([CH3:14])[CH3:13])=[O:10])[CH2:7][C@@H:6]([CH2:16][CH2:17][C:18]2[C:19]([NH:24][C:25](=[O:45])[C@H:26]([CH:32]([C:39]3[CH:44]=[CH:43][CH:42]=[CH:41][CH:40]=3)[C:33]3[CH:38]=[CH:37][CH:36]=[CH:35][CH:34]=3)[NH:27][C:28]([O:30][CH3:31])=[O:29])=[N:20][CH:21]=[CH:22][CH:23]=2)[O:5][CH2:4]1.C1N=CN([C:51]([N:53]2C=N[CH:55]=[CH:54]2)=[O:52])C=1.[F:58][C:59]1[CH:66]=[CH:65]C(CN)=[CH:61][CH:60]=1. (6) Given the product [C:1]([NH:20][C@@H:21]([CH2:24][CH3:25])[CH:22]([OH:23])[CH2:26][CH3:27])([C:8]1[CH:13]=[CH:12][CH:11]=[CH:10][CH:9]=1)([C:14]1[CH:15]=[CH:16][CH:17]=[CH:18][CH:19]=1)[C:2]1[CH:7]=[CH:6][CH:5]=[CH:4][CH:3]=1, predict the reactants needed to synthesize it. The reactants are: [C:1]([NH:20][C@@H:21]([CH2:24][CH3:25])[CH:22]=[O:23])([C:14]1[CH:19]=[CH:18][CH:17]=[CH:16][CH:15]=1)([C:8]1[CH:13]=[CH:12][CH:11]=[CH:10][CH:9]=1)[C:2]1[CH:7]=[CH:6][CH:5]=[CH:4][CH:3]=1.[CH2:26]([Mg]Br)[CH3:27].O. (7) Given the product [C:33]([C:30]1[CH:29]=[CH:28][C:27]([S:24]([NH:23][C:11]2[CH:12]=[C:13]3[C:8](=[CH:9][CH:10]=2)[NH:7][C:6]([C:4]([OH:5])=[O:3])=[C:14]3[C:15]2[CH:20]=[CH:19][CH:18]=[C:17]([O:21][CH3:22])[CH:16]=2)(=[O:25])=[O:26])=[CH:32][CH:31]=1)([CH3:36])([CH3:34])[CH3:35], predict the reactants needed to synthesize it. The reactants are: C([O:3][C:4]([C:6]1[NH:7][C:8]2[C:13]([C:14]=1[C:15]1[CH:20]=[CH:19][CH:18]=[C:17]([O:21][CH3:22])[CH:16]=1)=[CH:12][C:11]([NH:23][S:24]([C:27]1[CH:32]=[CH:31][C:30]([C:33]([CH3:36])([CH3:35])[CH3:34])=[CH:29][CH:28]=1)(=[O:26])=[O:25])=[CH:10][CH:9]=2)=[O:5])C.[OH-].[Na+].